Task: Predict which catalyst facilitates the given reaction.. Dataset: Catalyst prediction with 721,799 reactions and 888 catalyst types from USPTO (1) Product: [CH2:1]([N:8]1[CH2:17][CH2:16][C:15]2[C:10](=[N:11][C:12]([N:37]3[CH2:36][CH2:35][CH:34]([S:31]([C:26]4[CH:27]=[CH:28][CH:29]=[CH:30][C:25]=4[F:24])(=[O:33])=[O:32])[CH2:39][CH2:38]3)=[C:13]([NH:18][CH:19]([CH3:21])[CH3:20])[N:14]=2)[CH2:9]1)[C:2]1[CH:7]=[CH:6][CH:5]=[CH:4][CH:3]=1. The catalyst class is: 101. Reactant: [CH2:1]([N:8]1[CH2:17][CH2:16][C:15]2[C:10](=[N:11][C:12](Cl)=[C:13]([NH:18][CH:19]([CH3:21])[CH3:20])[N:14]=2)[CH2:9]1)[C:2]1[CH:7]=[CH:6][CH:5]=[CH:4][CH:3]=1.Cl.[F:24][C:25]1[CH:30]=[CH:29][CH:28]=[CH:27][C:26]=1[S:31]([CH:34]1[CH2:39][CH2:38][NH:37][CH2:36][CH2:35]1)(=[O:33])=[O:32].CC(C)([O-])C.[Na+].C1C=CC(P(C2C(C3C(P(C4C=CC=CC=4)C4C=CC=CC=4)=CC=C4C=3C=CC=C4)=C3C(C=CC=C3)=CC=2)C2C=CC=CC=2)=CC=1. (2) Reactant: [F:1][C:2]1[C:7]([F:8])=[C:6]([C:9]2[S:10][CH:11]=[CH:12][CH:13]=2)[C:5]([NH2:14])=[C:4]([NH2:15])[C:3]=1[C:16]1[S:17][CH:18]=[CH:19][CH:20]=1.[S:21](=NC1C=CC=CC=1)=O.Cl[Si](C)(C)C. Product: [F:8][C:7]1[C:2]([F:1])=[C:3]([C:16]2[S:17][CH:18]=[CH:19][CH:20]=2)[C:4]2=[N:15][S:21][N:14]=[C:5]2[C:6]=1[C:9]1[S:10][CH:11]=[CH:12][CH:13]=1. The catalyst class is: 17.